Predict the reactants needed to synthesize the given product. From a dataset of Full USPTO retrosynthesis dataset with 1.9M reactions from patents (1976-2016). (1) Given the product [CH:2]1([C:7]2[CH:8]=[C:9]([CH:32]=[CH:33][CH:34]=2)[O:10][C:11]2[C:16]([NH:17][C:18]([NH:20][C:21]3[CH:26]=[CH:25][C:24]([O:27][C:28]([F:31])([F:30])[F:29])=[CH:23][CH:22]=3)=[O:19])=[CH:15][CH:14]=[CH:13][N:12]=2)[CH2:6][CH2:5][CH2:4][CH2:3]1, predict the reactants needed to synthesize it. The reactants are: O[C:2]1([C:7]2[CH:8]=[C:9]([CH:32]=[CH:33][CH:34]=2)[O:10][C:11]2[C:16]([NH:17][C:18]([NH:20][C:21]3[CH:26]=[CH:25][C:24]([O:27][C:28]([F:31])([F:30])[F:29])=[CH:23][CH:22]=3)=[O:19])=[CH:15][CH:14]=[CH:13][N:12]=2)[CH2:6][CH:5]=[CH:4][CH2:3]1.OC(C1C=C(C=CC=1)OC1C(NC(NC2C=CC(OC(F)(F)F)=CC=2)=O)=CC=CN=1)(CC=C)CC=C. (2) Given the product [Br:19][C:20]1[CH:21]=[C:22]([S:26][CH2:2][C:3]2[CH:4]=[CH:5][C:6]([C:9]([OH:18])([C:10]([F:11])([F:12])[F:13])[C:14]([F:15])([F:16])[F:17])=[CH:7][CH:8]=2)[CH:23]=[CH:24][CH:25]=1, predict the reactants needed to synthesize it. The reactants are: Br[CH2:2][C:3]1[CH:8]=[CH:7][C:6]([C:9]([OH:18])([C:14]([F:17])([F:16])[F:15])[C:10]([F:13])([F:12])[F:11])=[CH:5][CH:4]=1.[Br:19][C:20]1[CH:21]=[C:22]([SH:26])[CH:23]=[CH:24][CH:25]=1. (3) Given the product [F:1][C:2]1[CH:10]=[C:9]2[C:5]([C:6]([C:29]3[CH:30]=[C:31]4[O:37][C:36](=[O:38])[NH:35][C:32]4=[N:33][CH:34]=3)=[CH:7][N:8]2[S:11]([C:14]2[CH:19]=[CH:18][CH:17]=[CH:16][CH:15]=2)(=[O:13])=[O:12])=[CH:4][CH:3]=1, predict the reactants needed to synthesize it. The reactants are: [F:1][C:2]1[CH:10]=[C:9]2[C:5]([C:6](I)=[CH:7][N:8]2[S:11]([C:14]2[CH:19]=[CH:18][CH:17]=[CH:16][CH:15]=2)(=[O:13])=[O:12])=[CH:4][CH:3]=1.CC1(C)C(C)(C)OB([C:29]2[CH:30]=[C:31]3[O:37][C:36](=[O:38])[NH:35][C:32]3=[N:33][CH:34]=2)O1.C(Cl)Cl.C([O-])([O-])=O.[K+].[K+]. (4) Given the product [Cl:1][C:2]1[CH:3]=[CH:4][C:5]([CH2:8][O:9][C:10]2[CH:15]=[CH:14][N:13]([C:18]3[CH:23]=[CH:22][C:21]4[C:24]5[CH2:30][CH2:29][N:28]([C:31]([O:33][C:34]([CH3:36])([CH3:35])[CH3:37])=[O:32])[CH2:27][CH2:26][C:25]=5[O:38][C:20]=4[CH:19]=3)[C:12](=[O:16])[CH:11]=2)=[N:6][CH:7]=1, predict the reactants needed to synthesize it. The reactants are: [Cl:1][C:2]1[CH:3]=[CH:4][C:5]([CH2:8][O:9][C:10]2[CH:15]=[CH:14][NH:13][C:12](=[O:16])[CH:11]=2)=[N:6][CH:7]=1.Br[C:18]1[CH:23]=[CH:22][C:21]2[C:24]3[CH2:30][CH2:29][N:28]([C:31]([O:33][C:34]([CH3:37])([CH3:36])[CH3:35])=[O:32])[CH2:27][CH2:26][C:25]=3[O:38][C:20]=2[CH:19]=1.C([O-])([O-])=O.[Cs+].[Cs+].CN[C@@H]1CCCC[C@H]1NC. (5) The reactants are: Br[C:2]1[CH:3]=[C:4]2[CH:10]=[CH:9][N:8]([S:11]([C:14]3[CH:19]=[CH:18][C:17]([CH3:20])=[CH:16][CH:15]=3)(=[O:13])=[O:12])[C:5]2=[N:6][CH:7]=1.CCN(CC)CC.C1C=CC(P(C2C=CC=CC=2)C2C=CC=CC=2)=CC=1.[CH3:47][OH:48].CN([CH:52]=[O:53])C. Given the product [CH3:47][O:48][C:52]([C:2]1[CH:3]=[C:4]2[CH:10]=[CH:9][N:8]([S:11]([C:14]3[CH:19]=[CH:18][C:17]([CH3:20])=[CH:16][CH:15]=3)(=[O:13])=[O:12])[C:5]2=[N:6][CH:7]=1)=[O:53], predict the reactants needed to synthesize it.